From a dataset of Cav3 T-type calcium channel HTS with 100,875 compounds. Binary Classification. Given a drug SMILES string, predict its activity (active/inactive) in a high-throughput screening assay against a specified biological target. (1) The molecule is Fc1ccc(C(=O)CCC(OC(C(=O)Nc2ccc(NC(=O)C)cc2)C)=O)cc1. The result is 0 (inactive). (2) The compound is P(O)(=O)(c1ccc(cc1)C)c1ccc(cc1)C. The result is 0 (inactive). (3) The compound is O(\C(=N\C1CCCC1)C(O)c1c2c([nH]c1)cccc2)C. The result is 0 (inactive). (4) The compound is Clc1c(CNC(=O)C2CCN(S(=O)(=O)N3CCCCC3)CC2)cccc1. The result is 0 (inactive). (5) The drug is FC(F)(F)c1c(cccc1)/C=N\n1nnnc1N. The result is 0 (inactive). (6) The drug is O1C(CC(=O)NC2C(CCCC2)C)C(=O)Nc2c1cccc2. The result is 0 (inactive). (7) The drug is o1c(cc2c(cccc2)c1=O)CC#CC. The result is 0 (inactive). (8) The result is 0 (inactive). The molecule is S1(=O)(=O)N(C(=O)c2c1cccc2)CC(=O)Nc1c(OC)ccc(c1)C.